This data is from Catalyst prediction with 721,799 reactions and 888 catalyst types from USPTO. The task is: Predict which catalyst facilitates the given reaction. Reactant: [N:1]([CH:4]([C:6]1[CH:11]=[CH:10][C:9]([F:12])=[CH:8][N:7]=1)[CH3:5])=[N+]=[N-]. Product: [F:12][C:9]1[CH:10]=[CH:11][C:6]([CH:4]([NH2:1])[CH3:5])=[N:7][CH:8]=1. The catalyst class is: 19.